Dataset: Forward reaction prediction with 1.9M reactions from USPTO patents (1976-2016). Task: Predict the product of the given reaction. Given the reactants [Cl:1][C:2]1[N:7]=[C:6]([C:8]2[S:12][C:11]([CH:13]([CH3:15])[CH3:14])=[N:10][C:9]=2[C:16]2[CH:17]=[C:18]([CH:20]=[CH:21][CH:22]=2)[NH2:19])[CH:5]=[CH:4][N:3]=1.[F:23][C:24]1[CH:25]=[C:26]([S:30](Cl)(=[O:32])=[O:31])[CH:27]=[CH:28][CH:29]=1, predict the reaction product. The product is: [Cl:1][C:2]1[N:7]=[C:6]([C:8]2[S:12][C:11]([CH:13]([CH3:15])[CH3:14])=[N:10][C:9]=2[C:16]2[CH:17]=[C:18]([NH:19][S:30]([C:26]3[CH:27]=[CH:28][CH:29]=[C:24]([F:23])[CH:25]=3)(=[O:32])=[O:31])[CH:20]=[CH:21][CH:22]=2)[CH:5]=[CH:4][N:3]=1.